Dataset: Forward reaction prediction with 1.9M reactions from USPTO patents (1976-2016). Task: Predict the product of the given reaction. (1) Given the reactants [CH3:1][C:2]1[CH:10]=[CH:9][C:5]([C:6](Cl)=[O:7])=[CH:4][N:3]=1.[NH2:11][C:12]1[C:13]([CH3:34])=[C:14]([CH:30]=[C:31]([Cl:33])[CH:32]=1)[CH2:15][N:16]1[CH2:21][CH2:20][N:19]([C:22]([O:24][C:25]([CH3:28])([CH3:27])[CH3:26])=[O:23])[C@@H:18]([CH3:29])[CH2:17]1, predict the reaction product. The product is: [C:25]([O:24][C:22]([N:19]1[CH2:20][CH2:21][N:16]([CH2:15][C:14]2[CH:30]=[C:31]([Cl:33])[CH:32]=[C:12]([NH:11][C:6](=[O:7])[C:5]3[CH:9]=[CH:10][C:2]([CH3:1])=[N:3][CH:4]=3)[C:13]=2[CH3:34])[CH2:17][C@@H:18]1[CH3:29])=[O:23])([CH3:28])([CH3:27])[CH3:26]. (2) Given the reactants [CH2:1]([N:3]1[C:11]2[C:6](=[CH:7][C:8]([N:12]([CH2:26][CH2:27][C:28]3[CH:29]=[N:30][C:31]([C:34]([F:37])([F:36])[F:35])=[CH:32][CH:33]=3)[C:13]([C@@H:15]([O:22]C(=O)C)[C:16]3[CH:21]=[CH:20][CH:19]=[CH:18][CH:17]=3)=[O:14])=[CH:9][CH:10]=2)[C:5]([CH3:38])=[N:4]1)[CH3:2].O.[OH-].[Li+], predict the reaction product. The product is: [CH2:1]([N:3]1[C:11]2[C:6](=[CH:7][C:8]([N:12]([CH2:26][CH2:27][C:28]3[CH:29]=[N:30][C:31]([C:34]([F:36])([F:35])[F:37])=[CH:32][CH:33]=3)[C:13](=[O:14])[C@@H:15]([OH:22])[C:16]3[CH:17]=[CH:18][CH:19]=[CH:20][CH:21]=3)=[CH:9][CH:10]=2)[C:5]([CH3:38])=[N:4]1)[CH3:2]. (3) Given the reactants [CH3:1][CH:2]([C:4]1[CH:10]=[CH:9][C:7]([NH2:8])=[CH:6][CH:5]=1)[CH3:3].S(=O)(=O)(O)O.[N+:16]([O-])([OH:18])=[O:17], predict the reaction product. The product is: [N+:16]([C:5]1[CH:6]=[C:7]([CH:9]=[CH:10][C:4]=1[CH:2]([CH3:3])[CH3:1])[NH2:8])([O-:18])=[O:17]. (4) Given the reactants [CH3:1][O:2][C:3]1[CH:4]=[C:5]2[C:10](=[CH:11][C:12]=1[O:13][CH3:14])[N:9]=[CH:8][CH:7]=[C:6]2[O:15][C:16]1[CH:22]=[CH:21][C:19]([NH2:20])=[C:18]([F:23])[CH:17]=1.C(N(CC)CC)C.ClC(Cl)(O[C:35](=[O:41])OC(Cl)(Cl)Cl)Cl.[NH2:43][C:44]1[S:45][CH:46]=[C:47]([C:49]([CH3:52])([CH3:51])[CH3:50])[N:48]=1, predict the reaction product. The product is: [C:49]([C:47]1[N:48]=[C:44]([NH:43][C:35]([NH:20][C:19]2[CH:21]=[CH:22][C:16]([O:15][C:6]3[C:5]4[C:10](=[CH:11][C:12]([O:13][CH3:14])=[C:3]([O:2][CH3:1])[CH:4]=4)[N:9]=[CH:8][CH:7]=3)=[CH:17][C:18]=2[F:23])=[O:41])[S:45][CH:46]=1)([CH3:52])([CH3:51])[CH3:50]. (5) The product is: [Br:1][C:2]1[CH:3]=[C:4]([CH3:12])[C:5]([CH3:11])=[C:6]([CH:10]=1)[C:7]([NH:27][CH:26]1[CH2:24][CH2:25]1)=[O:9]. Given the reactants [Br:1][C:2]1[CH:3]=[C:4]([CH3:12])[C:5]([CH3:11])=[C:6]([CH:10]=1)[C:7]([OH:9])=O.CN(C(ON1N=NC2[CH:24]=[CH:25][CH:26]=[N:27]C1=2)=[N+](C)C)C.F[P-](F)(F)(F)(F)F.C1(N)CC1.CCN(C(C)C)C(C)C, predict the reaction product. (6) Given the reactants [OH:1][CH2:2][C:3]1([C:16]2[CH:21]=[CH:20][CH:19]=[CH:18][CH:17]=2)[CH2:8][CH2:7][N:6]([C:9]([O:11][C:12]([CH3:15])([CH3:14])[CH3:13])=[O:10])[CH2:5][CH2:4]1.[Br:22][C:23]1[CH:28]=[C:27]([C:29]([F:32])([F:31])[F:30])[CH:26]=[C:25]([C@@H:33](Br)[CH3:34])[CH:24]=1.[H-].[Na+].CO.C(=O)=O, predict the reaction product. The product is: [Br:22][C:23]1[CH:24]=[C:25]([C@H:33]([O:1][CH2:2][C:3]2([C:16]3[CH:17]=[CH:18][CH:19]=[CH:20][CH:21]=3)[CH2:8][CH2:7][N:6]([C:9]([O:11][C:12]([CH3:14])([CH3:15])[CH3:13])=[O:10])[CH2:5][CH2:4]2)[CH3:34])[CH:26]=[C:27]([C:29]([F:30])([F:31])[F:32])[CH:28]=1.